From a dataset of Reaction yield outcomes from USPTO patents with 853,638 reactions. Predict the reaction yield, written as a fraction of the theoretical maximum amount of product (1.0 means a 100% yield; for example, 0.34 means a 34% yield). (1) The reactants are C(OC1N=NC(C#CC2C=CC(C(F)(F)F)=CN=2)=CC=1OCC1C=CC=CC=1)C1C=CC=CC=1.[CH2:35]([O:42][C:43]1[N:44]=[N:45][C:46]([C:57]#[CH:58])=[CH:47][C:48]=1[O:49][CH2:50][C:51]1[CH:56]=[CH:55][CH:54]=[CH:53][CH:52]=1)[C:36]1[CH:41]=[CH:40][CH:39]=[CH:38][CH:37]=1.[F:59][CH:60]([F:69])[O:61][C:62]1[CH:67]=[CH:66][C:65](I)=[CH:64][CH:63]=1. No catalyst specified. The product is [CH2:35]([O:42][C:43]1[N:44]=[N:45][C:46]([C:57]#[C:58][C:65]2[CH:66]=[CH:67][C:62]([O:61][CH:60]([F:69])[F:59])=[CH:63][CH:64]=2)=[CH:47][C:48]=1[O:49][CH2:50][C:51]1[CH:56]=[CH:55][CH:54]=[CH:53][CH:52]=1)[C:36]1[CH:37]=[CH:38][CH:39]=[CH:40][CH:41]=1. The yield is 0.580. (2) The catalyst is CS(C)=O.CCOC(C)=O. The yield is 0.370. The product is [O:1]=[S:2]1(=[O:23])[CH2:6][CH2:5][CH2:4][N:3]1[C:7]1[CH:8]=[CH:9][C:10]([C:13]23[CH2:21][CH:17]4[CH2:16][C:15]([NH:22][CH2:31][C:32]([N:34]5[CH2:38][C@@H:37]([F:39])[CH2:36][C@H:35]5[C:40]#[N:41])=[O:33])([CH2:14]2)[CH:19]([CH2:18]4)[CH2:20]3)=[CH:11][CH:12]=1. The reactants are [O:1]=[S:2]1(=[O:23])[CH2:6][CH2:5][CH2:4][N:3]1[C:7]1[CH:12]=[CH:11][C:10]([C:13]23[CH2:21][CH:17]4[CH2:18][CH:19]([CH2:20]2)[C:15]([NH2:22])([CH2:16]4)[CH2:14]3)=[CH:9][CH:8]=1.C([O-])([O-])=O.[K+].[K+].Cl[CH2:31][C:32]([N:34]1[CH2:38][C@@H:37]([F:39])[CH2:36][C@H:35]1[C:40]#[N:41])=[O:33].